This data is from Reaction yield outcomes from USPTO patents with 853,638 reactions. The task is: Predict the reaction yield, written as a fraction of the theoretical maximum amount of product (1.0 means a 100% yield; for example, 0.34 means a 34% yield). (1) The reactants are [Br:1][C:2]1[CH:3]=[C:4]2[C:10](I)=[CH:9][N:8]([CH2:12][O:13][CH2:14][CH2:15][Si:16]([CH3:19])([CH3:18])[CH3:17])[C:5]2=[N:6][CH:7]=1.[CH3:20][O:21][C:22]1[CH:27]=[CH:26][CH:25]=[CH:24][C:23]=1B(O)O.ClCCl.C(=O)([O-])[O-].[Na+].[Na+]. The catalyst is Cl[Pd]Cl.C1(P(C2C=CC=CC=2)[C-]2C=CC=C2)C=CC=CC=1.[C-]1(P(C2C=CC=CC=2)C2C=CC=CC=2)C=CC=C1.[Fe+2].O1CCCC1.C(#N)C. The product is [Br:1][C:2]1[CH:3]=[C:4]2[C:10]([C:23]3[CH:24]=[CH:25][CH:26]=[CH:27][C:22]=3[O:21][CH3:20])=[CH:9][N:8]([CH2:12][O:13][CH2:14][CH2:15][Si:16]([CH3:19])([CH3:18])[CH3:17])[C:5]2=[N:6][CH:7]=1. The yield is 0.700. (2) The reactants are [C:1]([O:5][C:6]([N:8]1[CH2:13][CH2:12][CH:11]([C:14]([OH:16])=[O:15])[CH2:10][CH2:9]1)=[O:7])([CH3:4])([CH3:3])[CH3:2].[C:17](=O)([O-])[O-].[K+].[K+].IC. The catalyst is CN(C=O)C. The product is [N:8]1([C:6]([O:5][C:1]([CH3:4])([CH3:2])[CH3:3])=[O:7])[CH2:13][CH2:12][CH:11]([C:14]([O:16][CH3:17])=[O:15])[CH2:10][CH2:9]1. The yield is 1.06. (3) The reactants are [OH:1][C:2]1[CH:9]=[CH:8][C:5]([C:6]#[N:7])=[CH:4][CH:3]=1.C(=O)([O-])[O-].[K+].[K+].Br[CH2:17][CH2:18][CH2:19][CH2:20][CH2:21][CH2:22][CH2:23][CH3:24]. The catalyst is CC(C)=O. The product is [CH2:17]([O:1][C:2]1[CH:9]=[CH:8][C:5]([C:6]#[N:7])=[CH:4][CH:3]=1)[CH2:18][CH2:19][CH2:20][CH2:21][CH2:22][CH2:23][CH3:24]. The yield is 0.920. (4) The reactants are [CH3:1][C@@H:2]1[CH2:6][CH2:5][CH2:4][N:3]1[CH2:7][CH2:8][CH2:9][O:10][C:11]1[CH:12]=[C:13]2[C:18](=[CH:19][CH:20]=1)[N:17]([C:21]1[CH:22]=[C:23]3[C:27](=[CH:28][CH:29]=1)[N:26](C(OC(C)(C)C)=O)[CH:25]=[CH:24]3)[C:16](=[O:37])[CH2:15][CH2:14]2.ClCCCN1CCC[C@H]1C.C(=O)([O-])[O-].[K+].[K+]. The catalyst is CO.O. The product is [NH:26]1[C:27]2[C:23](=[CH:22][C:21]([N:17]3[C:18]4[C:13](=[CH:12][C:11]([O:10][CH2:9][CH2:8][CH2:7][N:3]5[CH2:4][CH2:5][CH2:6][C@H:2]5[CH3:1])=[CH:20][CH:19]=4)[CH2:14][CH2:15][C:16]3=[O:37])=[CH:29][CH:28]=2)[CH:24]=[CH:25]1. The yield is 0.0220. (5) The reactants are [S:1]1[CH:5]=[CH:4][C:3]([C:6]2([CH:14]=[CH:13][CH:12]=[CH:11][CH2:10]2)[CH2:7][CH2:8][OH:9])=[CH:2]1.[C:15](OC(=O)C)(=[O:17])[CH3:16]. The catalyst is N1C=CC=CC=1. The product is [C:15]([O:9][CH2:8][CH2:7][C:6]1([C:3]2[CH:4]=[CH:5][S:1][CH:2]=2)[CH:10]=[CH:11][CH:12]=[CH:13][CH2:14]1)(=[O:17])[CH3:16]. The yield is 0.840. (6) The reactants are [F:1][C:2]([F:43])([F:42])[C:3]1[CH:4]=[C:5]([C:13]([CH3:41])([CH3:40])[C:14]([N:16]([C:18]2[C:19]([C:32]3[CH:37]=[CH:36][C:35]([F:38])=[CH:34][C:33]=3[CH3:39])=[CH:20][C:21]([N:24]3[CH2:29][CH2:28][CH:27]([CH2:30][OH:31])[CH2:26][CH2:25]3)=[N:22][CH:23]=2)[CH3:17])=[O:15])[CH:6]=[C:7]([C:9]([F:12])([F:11])[F:10])[CH:8]=1.[CH3:44][S:45](Cl)(=[O:47])=[O:46].C(N(CC)CC)C. The catalyst is ClCCl.O. The product is [F:43][C:2]([F:1])([F:42])[C:3]1[CH:4]=[C:5]([C:13]([CH3:40])([CH3:41])[C:14]([N:16]([CH3:17])[C:18]2[C:19]([C:32]3[CH:37]=[CH:36][C:35]([F:38])=[CH:34][C:33]=3[CH3:39])=[CH:20][C:21]([N:24]3[CH2:25][CH2:26][CH:27]([CH2:30][O:31][S:45]([CH3:44])(=[O:47])=[O:46])[CH2:28][CH2:29]3)=[N:22][CH:23]=2)=[O:15])[CH:6]=[C:7]([C:9]([F:10])([F:11])[F:12])[CH:8]=1. The yield is 0.630. (7) The reactants are [O:1]1[C:5]2([CH2:10][CH2:9][C:8]([CH:11]([CH:13]3[CH2:22][CH2:21][C:16]4([O:20][CH2:19][CH2:18][O:17]4)[CH2:15][CH2:14]3)[OH:12])=[CH:7][CH2:6]2)[O:4][CH2:3][CH2:2]1.[BH4-].[Na+]. The catalyst is [Pd].CO. The product is [O:1]1[C:5]2([CH2:10][CH2:9][CH:8]([CH:11]([CH:13]3[CH2:14][CH2:15][C:16]4([O:17][CH2:18][CH2:19][O:20]4)[CH2:21][CH2:22]3)[OH:12])[CH2:7][CH2:6]2)[O:4][CH2:3][CH2:2]1. The yield is 0.850. (8) The reactants are C([O-])([O-])=O.[K+].[K+].[OH:7][C:8]1[CH:13]=[C:12]([OH:14])[CH:11]=[CH:10][C:9]=1[CH2:15][CH2:16][C:17]([OH:19])=[O:18].[CH2:20](Br)[C:21]1[CH:26]=[CH:25][CH:24]=[CH:23][CH:22]=1. The catalyst is CC(C)=O. The product is [CH2:20]([O:7][C:8]1[CH:13]=[C:12]([O:14][CH2:20][C:21]2[CH:26]=[CH:25][CH:24]=[CH:23][CH:22]=2)[CH:11]=[CH:10][C:9]=1[CH2:15][CH2:16][C:17]([O:19][CH2:15][C:9]1[CH:10]=[CH:11][CH:12]=[CH:13][CH:8]=1)=[O:18])[C:21]1[CH:26]=[CH:25][CH:24]=[CH:23][CH:22]=1. The yield is 0.870. (9) The reactants are [F:1][C:2]1[CH:7]=[CH:6][C:5]([N:8]2[CH:12]=[CH:11][C:10]([C:13]([O:15]CC)=[O:14])=[N:9]2)=[CH:4][CH:3]=1.[OH-].[Na+]. The catalyst is CCO.O. The product is [F:1][C:2]1[CH:3]=[CH:4][C:5]([N:8]2[CH:12]=[CH:11][C:10]([C:13]([OH:15])=[O:14])=[N:9]2)=[CH:6][CH:7]=1. The yield is 0.520.